This data is from Forward reaction prediction with 1.9M reactions from USPTO patents (1976-2016). The task is: Predict the product of the given reaction. (1) Given the reactants C[O:2][C:3]([C@H:5]1[CH2:10][CH2:9][C@H:8]([N:11]([C:13]([O:15][C:16]2[CH:21]=[CH:20][C:19]([Cl:22])=[CH:18][CH:17]=2)=[O:14])[CH3:12])[CH2:7][CH2:6]1)=[O:4].[OH-].[Na+].OS([O-])(=O)=O.[K+].CCOCC, predict the reaction product. The product is: [Cl:22][C:19]1[CH:18]=[CH:17][C:16]([O:15][C:13]([N:11]([CH3:12])[C@H:8]2[CH2:7][CH2:6][C@H:5]([C:3]([OH:4])=[O:2])[CH2:10][CH2:9]2)=[O:14])=[CH:21][CH:20]=1. (2) Given the reactants [F:1][C:2]1[CH:3]=[C:4]([F:13])[C:5]2[O:10][CH2:9][C:8](=[O:11])[NH:7][C:6]=2[CH:12]=1.C([O-])([O-])=O.[Cs+].[Cs+].[Cl:20][CH2:21][CH2:22][CH2:23]I, predict the reaction product. The product is: [Cl:20][CH2:21][CH2:22][CH2:23][N:7]1[C:6]2[CH:12]=[C:2]([F:1])[CH:3]=[C:4]([F:13])[C:5]=2[O:10][CH2:9][C:8]1=[O:11]. (3) Given the reactants [CH:1]1([CH2:7][C:8]2[N:9]=[C:10]([C:13]3[N:17]=[C:16]([CH2:18][C:19]([CH3:25])([CH3:24])[C:20]([O:22]C)=[O:21])[O:15][N:14]=3)[S:11][CH:12]=2)[CH2:6][CH2:5][CH2:4][CH2:3][CH2:2]1.Br[C:27]1[CH:32]=[CH:31][C:30]([S:33]([NH:36][C@@H:37]([CH3:42])[C:38]([F:41])([F:40])[F:39])(=[O:35])=[O:34])=[CH:29][C:28]=1[O:43][C:44]([F:47])([F:46])[F:45], predict the reaction product. The product is: [CH:1]1([CH2:7][C:8]2[N:9]=[C:10]([C:13]3[N:17]=[C:16]([CH2:18][C:19]([CH3:24])([CH3:25])[C:20]([OH:22])=[O:21])[O:15][N:14]=3)[S:11][C:12]=2[C:27]2[CH:32]=[CH:31][C:30]([S:33](=[O:35])(=[O:34])[NH:36][C@@H:37]([CH3:42])[C:38]([F:40])([F:39])[F:41])=[CH:29][C:28]=2[O:43][C:44]([F:47])([F:45])[F:46])[CH2:2][CH2:3][CH2:4][CH2:5][CH2:6]1. (4) Given the reactants Cl.[CH3:2][O:3][C:4]1[CH:10]=[C:9]([N:11]2[CH2:16][CH2:15][CH:14]([N:17]3[CH2:22][CH2:21][N:20]([S:23]([CH3:26])(=[O:25])=[O:24])[CH2:19][CH2:18]3)[CH2:13][CH2:12]2)[CH:8]=[CH:7][C:5]=1[NH2:6].Cl[C:28]1[N:29]=[C:30]([NH:47][C:48]2[CH:56]=[CH:55][CH:54]=[C:53]([F:57])[C:49]=2[C:50](N)=[O:51])[C:31]2[CH:36]=[CH:35][N:34]([S:37]([C:40]3[CH:45]=[CH:44][C:43]([CH3:46])=[CH:42][CH:41]=3)(=[O:39])=[O:38])[C:32]=2[N:33]=1.Cl.O1CCOCC1.C([O-])(O)=O.[Na+], predict the reaction product. The product is: [F:57][C:53]1[CH:54]=[CH:55][CH:56]=[C:48]2[C:49]=1[C:50](=[O:51])[N:29]1[C:28]([NH:6][C:5]3[CH:7]=[CH:8][C:9]([N:11]4[CH2:16][CH2:15][CH:14]([N:17]5[CH2:18][CH2:19][N:20]([S:23]([CH3:26])(=[O:25])=[O:24])[CH2:21][CH2:22]5)[CH2:13][CH2:12]4)=[CH:10][C:4]=3[O:3][CH3:2])=[N:33][C:32]3[N:34]([S:37]([C:40]4[CH:41]=[CH:42][C:43]([CH3:46])=[CH:44][CH:45]=4)(=[O:38])=[O:39])[CH:35]=[CH:36][C:31]=3[C:30]1=[N:47]2. (5) Given the reactants [F:1][C:2]1[CH:7]=[CH:6][C:5]([N:8]2[CH2:13][CH2:12][CH2:11][NH:10][C:9]2=[O:14])=[CH:4][CH:3]=1.[C:15](=O)(OC(Cl)(Cl)Cl)[O:16]C(Cl)(Cl)Cl.[NH2:27][C:28]1[CH:49]=[CH:48][C:31]([O:32][C:33]2[CH:34]=[CH:35][C:36]3[N:37]([CH:39]=[C:40]([NH:42][C:43]([CH:45]4[CH2:47][CH2:46]4)=[O:44])[N:41]=3)[CH:38]=2)=[C:30]([F:50])[CH:29]=1.C(N(CC)C(C)C)(C)C.C(=O)([O-])O.[Na+], predict the reaction product. The product is: [CH:45]1([C:43]([NH:42][C:40]2[N:41]=[C:36]3[CH:35]=[CH:34][C:33]([O:32][C:31]4[CH:48]=[CH:49][C:28]([NH:27][C:15]([N:10]5[CH2:11][CH2:12][CH2:13][N:8]([C:5]6[CH:4]=[CH:3][C:2]([F:1])=[CH:7][CH:6]=6)[C:9]5=[O:14])=[O:16])=[CH:29][C:30]=4[F:50])=[CH:38][N:37]3[CH:39]=2)=[O:44])[CH2:47][CH2:46]1. (6) Given the reactants [C:1]([C:4]1[CH:14]=[CH:13][C:7]([C:8]([O:10][CH2:11][CH3:12])=[O:9])=[CH:6][CH:5]=1)(=[O:3])[CH3:2].[Al+3].[Cl-].[Cl-].[Cl-].[Br:19]Br.C([O-])(O)=O.[Na+], predict the reaction product. The product is: [Br:19][CH2:2][C:1]([C:4]1[CH:14]=[CH:13][C:7]([C:8]([O:10][CH2:11][CH3:12])=[O:9])=[CH:6][CH:5]=1)=[O:3]. (7) Given the reactants [Cl:1][CH2:2][CH:3]([OH:21])[CH2:4][C:5](=[O:20])[CH2:6][C:7]([O:9][C:10]([CH3:19])([CH3:18])[CH2:11][C:12]1[CH:17]=[CH:16][CH:15]=[CH:14][CH:13]=1)=[O:8].COB(CC)CC.[BH4-].[Na+].OO, predict the reaction product. The product is: [Cl:1][CH2:2][C@@H:3]([OH:21])[CH2:4][C@@H:5]([OH:20])[CH2:6][C:7]([O:9][C:10]([CH3:18])([CH3:19])[CH2:11][C:12]1[CH:13]=[CH:14][CH:15]=[CH:16][CH:17]=1)=[O:8].